Predict the product of the given reaction. From a dataset of Forward reaction prediction with 1.9M reactions from USPTO patents (1976-2016). (1) Given the reactants [Br:1][C:2]1[CH:7]=[CH:6][C:5]([NH2:8])=[C:4]([N+:9]([O-:11])=[O:10])[CH:3]=1.[C:12]([O:16][C:17](O[C:17]([O:16][C:12]([CH3:15])([CH3:14])[CH3:13])=[O:18])=[O:18])([CH3:15])([CH3:14])[CH3:13].N, predict the reaction product. The product is: [C:12]([O:16][C:17](=[O:18])[NH:8][C:5]1[CH:6]=[CH:7][C:2]([Br:1])=[CH:3][C:4]=1[N+:9]([O-:11])=[O:10])([CH3:15])([CH3:14])[CH3:13]. (2) Given the reactants C([Li])CCC.C(NC(C)C)(C)C.[Br:13][C:14]1[C:15]([F:35])=[CH:16][C:17]([O:27][C:28]2[CH:29]=[N:30][C:31]([Cl:34])=[CH:32][CH:33]=2)=[C:18]([CH:26]=1)[C:19](N(CC)CC)=[O:20], predict the reaction product. The product is: [Br:13][C:14]1[CH:26]=[C:18]2[C:17](=[CH:16][C:15]=1[F:35])[O:27][C:28]1[CH:29]=[N:30][C:31]([Cl:34])=[CH:32][C:33]=1[C:19]2=[O:20]. (3) The product is: [Br:18][CH2:2][CH2:3][C@@H:4]1[CH2:9][CH2:8][CH2:7][CH2:6][N:5]1[C:10]([O:12][C:13]([CH3:16])([CH3:15])[CH3:14])=[O:11]. Given the reactants O[CH2:2][CH2:3][C@@H:4]1[CH2:9][CH2:8][CH2:7][CH2:6][N:5]1[C:10]([O:12][C:13]([CH3:16])([CH3:15])[CH3:14])=[O:11].C(Br)(Br)(Br)[Br:18].C1(P(C2C=CC=CC=2)C2C=CC=CC=2)C=CC=CC=1, predict the reaction product.